This data is from Full USPTO retrosynthesis dataset with 1.9M reactions from patents (1976-2016). The task is: Predict the reactants needed to synthesize the given product. (1) Given the product [CH2:1]([N:8]([C:23]1[CH:28]=[C:27]([C:29]([F:32])([F:31])[F:30])[CH:26]=[CH:25][N:24]=1)[S:9]([C:12]1[CH:13]=[CH:14][C:15]([C:16]([O:18][CH3:19])=[O:17])=[CH:20][CH:21]=1)(=[O:11])=[O:10])[C:2]1[CH:3]=[CH:4][CH:5]=[CH:6][CH:7]=1, predict the reactants needed to synthesize it. The reactants are: [CH2:1]([NH:8][S:9]([C:12]1[CH:21]=[CH:20][C:15]([C:16]([O:18][CH3:19])=[O:17])=[CH:14][CH:13]=1)(=[O:11])=[O:10])[C:2]1[CH:7]=[CH:6][CH:5]=[CH:4][CH:3]=1.Cl[C:23]1[CH:28]=[C:27]([C:29]([F:32])([F:31])[F:30])[CH:26]=[CH:25][N:24]=1. (2) The reactants are: [CH3:1][O:2][C:3]1[CH:4]=[CH:5][C:6]([N+:12]([O-:14])=[O:13])=[C:7]([CH:11]=1)[C:8]([OH:10])=O.[NH2:15][C:16]1[CH:21]=[CH:20][C:19]([Cl:22])=[CH:18][N:17]=1.N1C=CC=CC=1.P(Cl)(Cl)(Cl)=O. Given the product [N+:12]([C:6]1[CH:5]=[CH:4][C:3]([O:2][CH3:1])=[CH:11][C:7]=1[C:8]([NH:15][C:16]1[CH:21]=[CH:20][C:19]([Cl:22])=[CH:18][N:17]=1)=[O:10])([O-:14])=[O:13], predict the reactants needed to synthesize it.